From a dataset of Full USPTO retrosynthesis dataset with 1.9M reactions from patents (1976-2016). Predict the reactants needed to synthesize the given product. (1) Given the product [F:18][C:19]1[C:20]([CH2:31][N:32]([CH3:40])[C:33](=[O:39])[O:34][C:35]([CH3:36])([CH3:37])[CH3:38])=[CH:21][N:22]([S:49]([C:46]2[CH:47]=[N:48][C:43]([O:42][CH3:41])=[CH:44][CH:45]=2)(=[O:50])=[O:51])[C:23]=1[C:24]1[C:25]([F:30])=[N:26][CH:27]=[CH:28][CH:29]=1, predict the reactants needed to synthesize it. The reactants are: [H-].[Na+].C1OCCOCCOCCOCCOC1.[F:18][C:19]1[C:20]([CH2:31][N:32]([CH3:40])[C:33](=[O:39])[O:34][C:35]([CH3:38])([CH3:37])[CH3:36])=[CH:21][NH:22][C:23]=1[C:24]1[C:25]([F:30])=[N:26][CH:27]=[CH:28][CH:29]=1.[CH3:41][O:42][C:43]1[N:48]=[CH:47][C:46]([S:49](Cl)(=[O:51])=[O:50])=[CH:45][CH:44]=1. (2) Given the product [C:1]1([S:7]([N:10]2[C:14]3=[N:15][CH:16]=[C:17]([NH2:29])[C:18]([NH:19][C@H:20]4[CH2:21][CH2:22][C@H:23]([CH2:26][O:27][CH3:28])[CH2:24][CH2:25]4)=[C:13]3[CH:12]=[CH:11]2)(=[O:8])=[O:9])[CH:2]=[CH:3][CH:4]=[CH:5][CH:6]=1, predict the reactants needed to synthesize it. The reactants are: [C:1]1([S:7]([N:10]2[C:14]3=[N:15][CH:16]=[C:17]([N+:29]([O-])=O)[C:18]([NH:19][C@H:20]4[CH2:25][CH2:24][C@H:23]([CH2:26][O:27][CH3:28])[CH2:22][CH2:21]4)=[C:13]3[CH:12]=[CH:11]2)(=[O:9])=[O:8])[CH:6]=[CH:5][CH:4]=[CH:3][CH:2]=1. (3) Given the product [Cl:3][C:4]1[CH:10]=[C:9]([Cl:11])[CH:8]=[CH:7][C:5]=1[NH:6][C:13]1[CH:14]=[CH:15][C:16]2[C:22](=[O:23])[C:21]3[CH:24]=[CH:25][CH:26]=[CH:27][C:20]=3[CH2:19][O:18][C:17]=2[CH:28]=1, predict the reactants needed to synthesize it. The reactants are: [H-].[Na+].[Cl:3][C:4]1[CH:10]=[C:9]([Cl:11])[CH:8]=[CH:7][C:5]=1[NH2:6].F[C:13]1[CH:14]=[CH:15][C:16]2[C:22](=[O:23])[C:21]3[CH:24]=[CH:25][CH:26]=[CH:27][C:20]=3[CH2:19][O:18][C:17]=2[CH:28]=1. (4) The reactants are: [C:1]([O:5][C:6]([N:8]1[CH2:14][CH2:13][C:12]2[C:15]([S:20][C:21](=O)N(C)C)=[C:16]([Cl:19])[CH:17]=[CH:18][C:11]=2[CH2:10][CH2:9]1)=[O:7])([CH3:4])([CH3:3])[CH3:2].[C:26]([O:29][C:30]1[CH:35]=[CH:34][C:33](CCl)=[CH:32][CH:31]=1)(=[O:28])[CH3:27]. Given the product [C:26]([O:29][C:30]1[CH:35]=[CH:34][C:33]([CH2:21][S:20][C:15]2[C:12]3[CH2:13][CH2:14][N:8]([C:6]([O:5][C:1]([CH3:3])([CH3:4])[CH3:2])=[O:7])[CH2:9][CH2:10][C:11]=3[CH:18]=[CH:17][C:16]=2[Cl:19])=[CH:32][CH:31]=1)(=[O:28])[CH3:27], predict the reactants needed to synthesize it. (5) Given the product [C:1]([O:5][C:6](=[O:47])[NH:7][CH:8]([CH2:20][C:21]1[CH:26]=[CH:25][C:24]([O:27][C:28]2[CH:29]=[CH:30][C:31]([CH2:34][CH2:35][C:36](=[O:46])[NH:37][OH:38])=[CH:32][CH:33]=2)=[CH:23][CH:22]=1)[C:9]([N:11]1[CH2:12][CH2:13][N:14]([C:17](=[O:19])[CH3:18])[CH2:15][CH2:16]1)=[O:10])([CH3:2])([CH3:3])[CH3:4], predict the reactants needed to synthesize it. The reactants are: [C:1]([O:5][C:6](=[O:47])[NH:7][CH:8]([CH2:20][C:21]1[CH:26]=[CH:25][C:24]([O:27][C:28]2[CH:33]=[CH:32][C:31]([CH2:34][CH2:35][C:36](=[O:46])[NH:37][O:38]CC3C=CC=CC=3)=[CH:30][CH:29]=2)=[CH:23][CH:22]=1)[C:9]([N:11]1[CH2:16][CH2:15][N:14]([C:17](=[O:19])[CH3:18])[CH2:13][CH2:12]1)=[O:10])([CH3:4])([CH3:3])[CH3:2].[H][H].